This data is from Forward reaction prediction with 1.9M reactions from USPTO patents (1976-2016). The task is: Predict the product of the given reaction. (1) Given the reactants [H-].[Na+].[F:3][C:4]1[CH:5]=[C:6]([CH:10]=[CH:11][C:12]=1[CH:13]=[O:14])[C:7]([OH:9])=[O:8].[CH2:15](Br)[C:16]1[CH:21]=[CH:20][CH:19]=[CH:18][CH:17]=1.Cl, predict the reaction product. The product is: [CH2:15]([O:8][C:7](=[O:9])[C:6]1[CH:10]=[CH:11][C:12]([CH:13]=[O:14])=[C:4]([F:3])[CH:5]=1)[C:16]1[CH:21]=[CH:20][CH:19]=[CH:18][CH:17]=1. (2) Given the reactants [NH2:1][C:2]1[C:3]([CH3:13])=[C:4]([CH:9]=[C:10](Br)[CH:11]=1)[C:5]([O:7][CH3:8])=[O:6].[CH3:14][N:15](C)C=O, predict the reaction product. The product is: [NH2:1][C:2]1[C:3]([CH3:13])=[C:4]([CH:9]=[C:10]([C:14]#[N:15])[CH:11]=1)[C:5]([O:7][CH3:8])=[O:6]. (3) Given the reactants [CH3:1][N:2]1[CH2:7][CH2:6][CH:5]([O:8][C:9]2[CH:18]=[CH:17][C:12]([C:13]([O:15]C)=[O:14])=[CH:11][C:10]=2[C:19]([F:22])([F:21])[F:20])[CH2:4][CH2:3]1.[OH-].[Na+].Cl.C(Cl)Cl.CO, predict the reaction product. The product is: [CH3:1][N:2]1[CH2:7][CH2:6][CH:5]([O:8][C:9]2[CH:18]=[CH:17][C:12]([C:13]([OH:15])=[O:14])=[CH:11][C:10]=2[C:19]([F:20])([F:21])[F:22])[CH2:4][CH2:3]1. (4) Given the reactants [C:1]1([CH2:7][CH:8]=O)[CH:6]=[CH:5][CH:4]=[CH:3][CH:2]=1.C(OC([N:20]1[CH2:29][CH2:28][C:23]2([O:27][CH2:26][CH2:25][O:24]2)[CH:22]([CH2:30][CH:31]([CH3:41])[C:32]([NH:34][C:35]2[CH:40]=[CH:39][CH:38]=[CH:37][CH:36]=2)=[O:33])[CH2:21]1)=O)C1C=CC=CC=1, predict the reaction product. The product is: [CH2:8]([N:20]1[CH2:29][CH2:28][C:23]2([O:24][CH2:25][CH2:26][O:27]2)[CH:22]([CH2:30][CH:31]([CH3:41])[C:32]([NH:34][C:35]2[CH:36]=[CH:37][CH:38]=[CH:39][CH:40]=2)=[O:33])[CH2:21]1)[CH2:7][C:1]1[CH:2]=[CH:3][CH:4]=[CH:5][CH:6]=1. (5) Given the reactants [H-].[Na+].[CH:3]1([S:6]([NH2:9])(=[O:8])=[O:7])[CH2:5][CH2:4]1.[CH3:10][C:11]1([CH3:36])[CH2:20][C:19]2[C:14](=[CH:15][CH:16]=[C:17]([C:21](O)=[O:22])[CH:18]=2)[NH:13][CH:12]1[C:24]1[CH:29]=[CH:28][CH:27]=[C:26]([N:30]2[CH2:34][CH2:33][O:32][C:31]2=[O:35])[CH:25]=1.C(N1C=CN=C1)(N1C=CN=C1)=O, predict the reaction product. The product is: [CH3:10][C:11]1([CH3:36])[CH2:20][C:19]2[C:14](=[CH:15][CH:16]=[C:17]([C:21]([NH:9][S:6]([CH:3]3[CH2:5][CH2:4]3)(=[O:8])=[O:7])=[O:22])[CH:18]=2)[NH:13][CH:12]1[C:24]1[CH:29]=[CH:28][CH:27]=[C:26]([N:30]2[CH2:34][CH2:33][O:32][C:31]2=[O:35])[CH:25]=1. (6) Given the reactants C[O:2][C:3]([C:5]1[C:6]([CH3:17])=[N:7][O:8][C:9]=1[C:10]1[CH:15]=[CH:14][C:13]([Br:16])=[CH:12][CH:11]=1)=O.[BH4-].[Li+], predict the reaction product. The product is: [Br:16][C:13]1[CH:12]=[CH:11][C:10]([C:9]2[O:8][N:7]=[C:6]([CH3:17])[C:5]=2[CH2:3][OH:2])=[CH:15][CH:14]=1. (7) Given the reactants [F:1][C:2]([F:19])([F:18])[C:3]1[CH:8]=[CH:7][C:6]([C:9]2[C:10]([C:15]([OH:17])=O)=[CH:11][CH:12]=[CH:13][CH:14]=2)=[CH:5][CH:4]=1.[CH2:20]([O:22][C:23]([C:25]1[N:26]([CH2:37][CH3:38])[C:27]2[C:32]([CH:33]=1)=[CH:31][C:30]([N+:34]([O-])=O)=[CH:29][CH:28]=2)=[O:24])[CH3:21].CCN(C(C)C)C(C)C.C1CN([P+](Br)(N2CCCC2)N2CCCC2)CC1.F[P-](F)(F)(F)(F)F, predict the reaction product. The product is: [CH2:20]([O:22][C:23]([C:25]1[N:26]([CH2:37][CH3:38])[C:27]2[C:32]([CH:33]=1)=[CH:31][C:30]([NH:34][C:15]([C:10]1[C:9]([C:6]3[CH:5]=[CH:4][C:3]([C:2]([F:1])([F:19])[F:18])=[CH:8][CH:7]=3)=[CH:14][CH:13]=[CH:12][CH:11]=1)=[O:17])=[CH:29][CH:28]=2)=[O:24])[CH3:21]. (8) Given the reactants Br[C:2]1[N:6]2[N:7]=[C:8]([NH:11][CH:12]3[CH2:17][CH2:16][CH2:15][CH2:14][CH2:13]3)[CH:9]=[CH:10][C:5]2=[N:4][CH:3]=1.Cl.[NH2:19][CH2:20][C:21]1[CH:26]=[CH:25][C:24](B(O)O)=[CH:23][CH:22]=1.P([O-])([O-])([O-])=O.[K+].[K+].[K+].COCCOC, predict the reaction product. The product is: [NH2:19][CH2:20][C:21]1[CH:26]=[CH:25][C:24]([C:2]2[N:6]3[N:7]=[C:8]([NH:11][CH:12]4[CH2:17][CH2:16][CH2:15][CH2:14][CH2:13]4)[CH:9]=[CH:10][C:5]3=[N:4][CH:3]=2)=[CH:23][CH:22]=1. (9) Given the reactants [C:1]1([C:7]2([C:12]([OH:14])=O)[CH2:11][CH2:10][CH2:9][CH2:8]2)[CH:6]=[CH:5][CH:4]=[CH:3][CH:2]=1.[F:15][C:16]([F:34])([F:33])[C:17]1[CH:18]=[C:19]([CH:30]=[CH:31][CH:32]=1)[CH2:20][N:21]1[CH2:25][C@H:24]2[C@@H:26]([NH2:29])[CH2:27][CH2:28][C@H:23]2[CH2:22]1.[CH2:35](N1C[C@H]2C(N)CC[C@H]2C1)[C:36]1C=CC=CC=1, predict the reaction product. The product is: [CH:11]1([CH:7]([CH:1]2[CH2:2][CH2:3][CH2:4][CH2:5][CH2:6]2)[C:12]([NH:29][C@@H:26]2[C@H:24]3[C@H:23]([CH2:22][N:21]([CH2:20][C:19]4[CH:30]=[CH:31][CH:32]=[C:17]([C:16]([F:33])([F:15])[F:34])[CH:18]=4)[CH2:25]3)[CH2:28][CH2:27]2)=[O:14])[CH2:10][CH2:9][CH2:8][CH2:36][CH2:35]1.